Dataset: hERG Central: cardiac toxicity at 1µM, 10µM, and general inhibition. Task: Predict hERG channel inhibition at various concentrations. (1) The molecule is O=C(C1CC1)N1CCc2cc(Br)cc(S(=O)(=O)NCc3ccc4c(c3)OCO4)c21. Results: hERG_inhib (hERG inhibition (general)): blocker. (2) The compound is COc1ccc(N2CCN(C(=O)c3ccc(S(=O)(=O)NCc4ccco4)cc3)CC2)cc1. Results: hERG_inhib (hERG inhibition (general)): blocker. (3) The drug is Cc1cccc2cc(CN(CCN3CCCC3)C(=O)NC3CCCCC3)c(=O)[nH]c12. Results: hERG_inhib (hERG inhibition (general)): blocker. (4) The molecule is O=C(c1ccc2c(c1)N(Cc1ccccc1)CCS2)N1CCC2(CC1)OCCO2. Results: hERG_inhib (hERG inhibition (general)): blocker.